From a dataset of Forward reaction prediction with 1.9M reactions from USPTO patents (1976-2016). Predict the product of the given reaction. (1) Given the reactants [F:1][C:2]1[CH:3]=[C:4]([CH2:9][C:10]([NH:12][C@H:13]([C:15]([OH:17])=O)[CH3:14])=[O:11])[CH:5]=[C:6]([F:8])[CH:7]=1.[NH2:18][CH:19]1[N:25]=[C:24]([C:26]2[CH:31]=[CH:30][CH:29]=[CH:28][CH:27]=2)[C:23]2[CH:32]=[CH:33][CH:34]=[CH:35][C:22]=2[N:21]([CH3:36])[C:20]1=[O:37], predict the reaction product. The product is: [F:8][C:6]1[CH:5]=[C:4]([CH2:9][C:10]([NH:12][C@H:13]([C:15]([NH:18][CH:19]2[N:25]=[C:24]([C:26]3[CH:31]=[CH:30][CH:29]=[CH:28][CH:27]=3)[C:23]3[CH:32]=[CH:33][CH:34]=[CH:35][C:22]=3[N:21]([CH3:36])[C:20]2=[O:37])=[O:17])[CH3:14])=[O:11])[CH:3]=[C:2]([F:1])[CH:7]=1. (2) Given the reactants [CH3:1][O:2][C:3]1[CH:8]=[CH:7][C:6]([N:9]([C:40]2[CH:45]=[CH:44][CH:43]=[CH:42][CH:41]=2)[C:10]2[CH:15]=[C:14](B3OC(C)(C)C(C)(C)O3)[CH:13]=[C:12]([N:25]([C:32]3[CH:37]=[CH:36][C:35]([O:38][CH3:39])=[CH:34][CH:33]=3)[C:26]3[CH:31]=[CH:30][CH:29]=[CH:28][CH:27]=3)[CH:11]=2)=[CH:5][CH:4]=1.[Br:46][C:47]1[CH:56]=[CH:55][C:54]2[C:49](=[CH:50][CH:51]=[C:52](Br)[CH:53]=2)[CH:48]=1.C([O-])([O-])=O.[K+].[K+].C1COCC1, predict the reaction product. The product is: [Br:46][C:47]1[CH:48]=[C:49]2[C:54](=[CH:55][CH:56]=1)[CH:53]=[C:52]([C:14]1[CH:15]=[C:10]([N:9]([C:6]3[CH:5]=[CH:4][C:3]([O:2][CH3:1])=[CH:8][CH:7]=3)[C:40]3[CH:45]=[CH:44][CH:43]=[CH:42][CH:41]=3)[CH:11]=[C:12]([N:25]([C:32]3[CH:37]=[CH:36][C:35]([O:38][CH3:39])=[CH:34][CH:33]=3)[C:26]3[CH:31]=[CH:30][CH:29]=[CH:28][CH:27]=3)[CH:13]=1)[CH:51]=[CH:50]2. (3) Given the reactants [CH3:9][C:8](N=N[C:8]([C:11]#N)([CH3:10])[CH3:9])([C:11]#N)[CH3:10].C(C(C)=[O:16])C.[O:18]1C[CH2:22][O:21][CH2:20][CH2:19]1, predict the reaction product. The product is: [C:11]([O:18][CH2:19][CH:20]1[O:21][CH2:22]1)(=[O:16])[C:8]([CH3:9])=[CH2:10]. (4) Given the reactants [NH2:1][C:2]1[CH:3]=[N:4][CH:5]=[CH:6][C:7]=1[NH2:8].[CH:9]([CH:11]=O)=O, predict the reaction product. The product is: [N:8]1[CH:11]=[CH:9][N:1]=[C:2]2[CH:3]=[N:4][CH:5]=[CH:6][C:7]=12. (5) The product is: [C:37]([O:36][C:34]([NH:33][C@@H:29]1[CH2:30][CH2:31][CH2:32][N:27]([C:3]2[C:2]([CH:41]3[CH2:43][CH2:42]3)=[CH:7][N:6]=[C:5]3[N:8]([C:20]([O:22][C:23]([CH3:26])([CH3:25])[CH3:24])=[O:21])[CH:9]=[C:10]([NH:11][C:12](=[O:19])[C:13]4[CH:18]=[CH:17][CH:16]=[N:15][CH:14]=4)[C:4]=23)[CH2:28]1)=[O:35])([CH3:40])([CH3:39])[CH3:38]. Given the reactants Br[C:2]1[C:3]([N:27]2[CH2:32][CH2:31][CH2:30][C@@H:29]([NH:33][C:34]([O:36][C:37]([CH3:40])([CH3:39])[CH3:38])=[O:35])[CH2:28]2)=[C:4]2[C:10]([NH:11][C:12](=[O:19])[C:13]3[CH:18]=[CH:17][CH:16]=[N:15][CH:14]=3)=[CH:9][N:8]([C:20]([O:22][C:23]([CH3:26])([CH3:25])[CH3:24])=[O:21])[C:5]2=[N:6][CH:7]=1.[CH:41]1(B(O)O)[CH2:43][CH2:42]1.[O-]P([O-])([O-])=O.[K+].[K+].[K+].C1(P(C2CCCCC2)C2CCCCC2)CCCCC1, predict the reaction product.